The task is: Predict the product of the given reaction.. This data is from Forward reaction prediction with 1.9M reactions from USPTO patents (1976-2016). (1) Given the reactants [C:1]1([S:7]([CH2:10][C:11]2[CH:16]=[C:15](F)[CH:14]=[CH:13][C:12]=2[N+:18]([O-:20])=[O:19])(=[O:9])=[O:8])[CH:6]=[CH:5][CH:4]=[CH:3][CH:2]=1.[CH2:21]([OH:24])[CH2:22][OH:23].CC(C)([O-])C.[K+], predict the reaction product. The product is: [C:1]1([S:7]([CH2:10][C:11]2[CH:16]=[C:15]([CH:14]=[CH:13][C:12]=2[N+:18]([O-:20])=[O:19])[O:23][CH2:22][CH2:21][OH:24])(=[O:9])=[O:8])[CH:6]=[CH:5][CH:4]=[CH:3][CH:2]=1. (2) Given the reactants C(OC([N:8]1[CH2:13][CH2:12][CH:11]([O:14][C:15]2[CH:16]=[C:17]3[C:22](=[CH:23][C:24]=2[Br:25])[C:21](=[O:26])[N:20](CC2C=CC(OC)=CC=2)[CH:19]=[CH:18]3)[CH2:10][CH2:9]1)=O)(C)(C)C, predict the reaction product. The product is: [Br:25][C:24]1[CH:23]=[C:22]2[C:17]([CH:18]=[CH:19][NH:20][C:21]2=[O:26])=[CH:16][C:15]=1[O:14][CH:11]1[CH2:12][CH2:13][NH:8][CH2:9][CH2:10]1. (3) Given the reactants [CH3:1][CH2:2][O:3][C:4](/[C:6](/Cl)=[N:7]\[OH:8])=[O:5].[C:10]([O:14][C:15]([NH:17][CH2:18][C:19]#[CH:20])=[O:16])([CH3:13])([CH3:12])[CH3:11].C(N(CC)CC)C, predict the reaction product. The product is: [CH2:2]([O:3][C:4]([C:6]1[CH:20]=[C:19]([CH2:18][NH:17][C:15]([O:14][C:10]([CH3:13])([CH3:12])[CH3:11])=[O:16])[O:8][N:7]=1)=[O:5])[CH3:1]. (4) Given the reactants [CH:1]1([NH:4][C:5]2[C:6]3[S:13][CH:12]=[C:11]([C:14]([NH:16][C:17]4[CH:18]=[C:19]([CH:23]=[CH:24][C:25]=4[CH3:26])[C:20]([OH:22])=O)=[O:15])[C:7]=3[N:8]=[CH:9][N:10]=2)[CH2:3][CH2:2]1.[CH2:27]([N:29]1[CH2:34][CH2:33][N:32]([C:35]2[N:40]=[CH:39][C:38]([NH2:41])=[CH:37][CH:36]=2)[CH2:31][CH2:30]1)[CH3:28], predict the reaction product. The product is: [CH:1]1([NH:4][C:5]2[C:6]3[S:13][CH:12]=[C:11]([C:14]([NH:16][C:17]4[CH:18]=[C:19]([C:20](=[O:22])[NH:41][C:38]5[CH:39]=[N:40][C:35]([N:32]6[CH2:33][CH2:34][N:29]([CH2:27][CH3:28])[CH2:30][CH2:31]6)=[CH:36][CH:37]=5)[CH:23]=[CH:24][C:25]=4[CH3:26])=[O:15])[C:7]=3[N:8]=[CH:9][N:10]=2)[CH2:2][CH2:3]1. (5) Given the reactants [F:1][C:2]1[CH:9]=[C:8]([N:10]2[CH2:15][CH2:14][O:13][CH2:12][CH2:11]2)[CH:7]=[C:6]([F:16])[C:3]=1[CH:4]=O.[C:17](Br)(Br)([Br:19])[Br:18].C1(P(C2C=CC=CC=2)C2C=CC=CC=2)C=CC=CC=1, predict the reaction product. The product is: [F:1][C:2]1[CH:9]=[C:8]([N:10]2[CH2:15][CH2:14][O:13][CH2:12][CH2:11]2)[CH:7]=[C:6]([F:16])[C:3]=1[CH:4]=[C:17]([Br:19])[Br:18].